Dataset: NCI-60 drug combinations with 297,098 pairs across 59 cell lines. Task: Regression. Given two drug SMILES strings and cell line genomic features, predict the synergy score measuring deviation from expected non-interaction effect. (1) Drug 1: CC1CCC2CC(C(=CC=CC=CC(CC(C(=O)C(C(C(=CC(C(=O)CC(OC(=O)C3CCCCN3C(=O)C(=O)C1(O2)O)C(C)CC4CCC(C(C4)OC)O)C)C)O)OC)C)C)C)OC. Drug 2: C1CN(CCN1C(=O)CCBr)C(=O)CCBr. Cell line: SF-295. Synergy scores: CSS=53.6, Synergy_ZIP=-10.2, Synergy_Bliss=-4.39, Synergy_Loewe=-1.67, Synergy_HSA=1.82. (2) Synergy scores: CSS=37.0, Synergy_ZIP=-8.07, Synergy_Bliss=-10.7, Synergy_Loewe=-8.07, Synergy_HSA=-6.44. Drug 2: CC1C(C(CC(O1)OC2CC(CC3=C2C(=C4C(=C3O)C(=O)C5=C(C4=O)C(=CC=C5)OC)O)(C(=O)CO)O)N)O.Cl. Cell line: SN12C. Drug 1: CC1=C2C(C(=O)C3(C(CC4C(C3C(C(C2(C)C)(CC1OC(=O)C(C(C5=CC=CC=C5)NC(=O)OC(C)(C)C)O)O)OC(=O)C6=CC=CC=C6)(CO4)OC(=O)C)O)C)O. (3) Drug 1: CC1C(C(CC(O1)OC2CC(CC3=C2C(=C4C(=C3O)C(=O)C5=C(C4=O)C(=CC=C5)OC)O)(C(=O)CO)O)N)O.Cl. Drug 2: CC(C)NC(=O)C1=CC=C(C=C1)CNNC.Cl. Cell line: DU-145. Synergy scores: CSS=0.805, Synergy_ZIP=3.98, Synergy_Bliss=7.89, Synergy_Loewe=-2.76, Synergy_HSA=2.84.